Dataset: Full USPTO retrosynthesis dataset with 1.9M reactions from patents (1976-2016). Task: Predict the reactants needed to synthesize the given product. Given the product [NH2:30][C:25]1[N:26]=[C:27]([CH3:29])[N:28]=[C:23]([C:22]2[C:17]([NH:1][C:2]3[CH:3]=[C:4]([NH:9][S:10]([CH:13]4[CH2:15][CH2:14]4)(=[O:12])=[O:11])[C:5]([Cl:8])=[N:6][CH:7]=3)=[N:18][CH:19]=[CH:20][CH:21]=2)[N:24]=1, predict the reactants needed to synthesize it. The reactants are: [NH2:1][C:2]1[CH:3]=[C:4]([NH:9][S:10]([CH:13]2[CH2:15][CH2:14]2)(=[O:12])=[O:11])[C:5]([Cl:8])=[N:6][CH:7]=1.F[C:17]1[C:22]([C:23]2[N:28]=[C:27]([CH3:29])[N:26]=[C:25]([NH2:30])[N:24]=2)=[CH:21][CH:20]=[CH:19][N:18]=1.C[Si]([N-][Si](C)(C)C)(C)C.[Na+].C1COCC1.[NH4+].[Cl-].